Dataset: Reaction yield outcomes from USPTO patents with 853,638 reactions. Task: Predict the reaction yield, written as a fraction of the theoretical maximum amount of product (1.0 means a 100% yield; for example, 0.34 means a 34% yield). (1) The reactants are [NH2:1][C@H:2]([CH3:14])[C@@H:3]([C:5]1[CH:13]=[CH:12][C:8]2[CH2:9][CH2:10][O:11][C:7]=2[CH:6]=1)[OH:4].[F:15][C:16]1[CH:21]=[CH:20][C:19]([N:22]2[C:30]3[C:25](=[CH:26][C:27](I)=[CH:28][CH:29]=3)[CH:24]=[N:23]2)=[CH:18][CH:17]=1.C(=O)([O-])[O-].[Cs+].[Cs+]. The catalyst is C(#N)CCC.[Cu]I. The product is [O:11]1[C:7]2[CH:6]=[C:5]([C@@H:3]([O:4][C:27]3[CH:26]=[C:25]4[C:30](=[CH:29][CH:28]=3)[N:22]([C:19]3[CH:20]=[CH:21][C:16]([F:15])=[CH:17][CH:18]=3)[N:23]=[CH:24]4)[C@@H:2]([NH2:1])[CH3:14])[CH:13]=[CH:12][C:8]=2[CH2:9][CH2:10]1. The yield is 0.220. (2) The reactants are [CH:1]1([N:7]2[CH2:11][C@@H:10]([C:12]3[CH:17]=[CH:16][CH:15]=[CH:14][CH:13]=3)[N:9]([CH:18]3[CH2:23][CH2:22][NH:21][CH2:20][CH2:19]3)[C:8]2=[O:24])[CH2:6][CH2:5][CH2:4][CH2:3]C1.C(OC(=O)N[C@H](C1C=CC=C([Cl:41])C=1)CN)(C)(C)C.C(OC(=O)NC(C1C=CC=CC=1)CN)(C)(C)C.C1(=O)CCCC1.C1(=O)CCCCC1. No catalyst specified. The product is [Cl:41][C:14]1[CH:13]=[C:12]([C@@H:10]2[CH2:11][N:7]([CH:1]3[CH2:6][CH2:5][CH2:4][CH2:3]3)[C:8](=[O:24])[N:9]2[CH:18]2[CH2:23][CH2:22][NH:21][CH2:20][CH2:19]2)[CH:17]=[CH:16][CH:15]=1. The yield is 0.560.